This data is from Peptide-MHC class I binding affinity with 185,985 pairs from IEDB/IMGT. The task is: Regression. Given a peptide amino acid sequence and an MHC pseudo amino acid sequence, predict their binding affinity value. This is MHC class I binding data. (1) The peptide sequence is RQHPGLFPF. The MHC is HLA-A32:07 with pseudo-sequence HLA-A32:07. The binding affinity (normalized) is 1.00. (2) The peptide sequence is QAGFFLLTR. The MHC is HLA-A02:01 with pseudo-sequence HLA-A02:01. The binding affinity (normalized) is 0.0546. (3) The peptide sequence is EVAQRAYR. The MHC is HLA-A33:01 with pseudo-sequence HLA-A33:01. The binding affinity (normalized) is 0.651. (4) The peptide sequence is KRFLNGAKY. The MHC is HLA-B58:01 with pseudo-sequence HLA-B58:01. The binding affinity (normalized) is 0.436.